Predict the reactants needed to synthesize the given product. From a dataset of Full USPTO retrosynthesis dataset with 1.9M reactions from patents (1976-2016). Given the product [CH2:1]([P:8]([CH2:34][CH:33]([C:31]([O:30][CH2:23][C:24]1[CH:25]=[CH:26][CH:27]=[CH:28][CH:29]=1)=[O:32])[CH2:46][CH2:47][C:48]([O:50][CH2:51][C:52]1[CH:53]=[CH:54][CH:55]=[CH:56][CH:57]=1)=[O:49])(=[O:9])[OH:10])[C:2]1[CH:7]=[CH:6][CH:5]=[CH:4][CH:3]=1, predict the reactants needed to synthesize it. The reactants are: [CH2:1]([PH:8](=[O:10])[OH:9])[C:2]1[CH:7]=[CH:6][CH:5]=[CH:4][CH:3]=1.C(N(CC)CC)C.C[Si](Cl)(C)C.[CH2:23]([O:30][C:31]([CH:33]([CH2:46][CH2:47][C:48]([O:50][CH2:51][C:52]1[CH:57]=[CH:56][CH:55]=[CH:54][CH:53]=1)=[O:49])[CH2:34]P(C)(=O)OCC1C=CC=CC=1)=[O:32])[C:24]1[CH:29]=[CH:28][CH:27]=[CH:26][CH:25]=1.